Predict the product of the given reaction. From a dataset of Forward reaction prediction with 1.9M reactions from USPTO patents (1976-2016). (1) Given the reactants [CH3:1][N:2]1[C:6]([CH3:7])=[C:5]([N+:8]([O-])=O)[C:4]([CH3:11])=[N:3]1.Cl.O, predict the reaction product. The product is: [CH3:1][N:2]1[C:6]([CH3:7])=[C:5]([NH2:8])[C:4]([CH3:11])=[N:3]1. (2) Given the reactants [CH2:1]([C:3]1[N:7]([C:8]2[N:16]=[C:15]3[C:11]([N:12]=[CH:13][N:14]3[CH3:17])=[C:10]([N:18]3[CH2:23][CH2:22][O:21][CH2:20][CH2:19]3)[N:9]=2)[C:6]2[CH:24]=[CH:25][CH:26]=[CH:27][C:5]=2[N:4]=1)[CH3:2].CN(CCN(C)C)C.[Li]CCCC.[C:41]([O:45][C:46]([N:48]1[CH2:51][C:50](=[O:52])[CH2:49]1)=[O:47])([CH3:44])([CH3:43])[CH3:42], predict the reaction product. The product is: [C:41]([O:45][C:46]([N:48]1[CH2:51][C:50]([C:13]2[N:14]([CH3:17])[C:15]3[C:11]([N:12]=2)=[C:10]([N:18]2[CH2:23][CH2:22][O:21][CH2:20][CH2:19]2)[N:9]=[C:8]([N:7]2[C:6]4[CH:24]=[CH:25][CH:26]=[CH:27][C:5]=4[N:4]=[C:3]2[CH2:1][CH3:2])[N:16]=3)([OH:52])[CH2:49]1)=[O:47])([CH3:44])([CH3:42])[CH3:43]. (3) Given the reactants [CH3:1][C:2]1[CH:7]=[CH:6][N:5]=[C:4]([NH:8][C:9](=[O:33])[C:10]2[CH:15]=[CH:14][C:13]([O:16][C:17]3[CH:22]=[CH:21][N:20]=[C:19]4[NH:23][N:24]=[C:25]([NH:26][C@@H:27]5[CH2:32][CH2:31][CH2:30][NH:29][CH2:28]5)[C:18]=34)=[CH:12][CH:11]=2)[CH:3]=1.[CH3:34][C:35]1([C:39](O)=[O:40])[CH2:38][O:37][CH2:36]1.CCN(C(C)C)C(C)C, predict the reaction product. The product is: [CH3:34][C:35]1([C:39]([N:29]2[CH2:30][CH2:31][CH2:32][C@@H:27]([NH:26][C:25]3[C:18]4[C:19](=[N:20][CH:21]=[CH:22][C:17]=4[O:16][C:13]4[CH:12]=[CH:11][C:10]([C:9]([NH:8][C:4]5[CH:3]=[C:2]([CH3:1])[CH:7]=[CH:6][N:5]=5)=[O:33])=[CH:15][CH:14]=4)[NH:23][N:24]=3)[CH2:28]2)=[O:40])[CH2:38][O:37][CH2:36]1. (4) Given the reactants [Cl:1][CH2:2][C@H:3]1[C:11]2[C:10]3[CH:12]=[CH:13][CH:14]=[CH:15][C:9]=3[C:8]([O:16][CH2:17][C:18]3[CH:23]=[CH:22][C:21]([N+:24]([O-:26])=[O:25])=[CH:20][CH:19]=3)=[CH:7][C:6]=2[N:5](C(OC(C)(C)C)=O)[CH2:4]1.Cl.[OH-].[NH4+], predict the reaction product. The product is: [Cl:1][CH2:2][C@H:3]1[C:11]2[C:10]3[CH:12]=[CH:13][CH:14]=[CH:15][C:9]=3[C:8]([O:16][CH2:17][C:18]3[CH:23]=[CH:22][C:21]([N+:24]([O-:26])=[O:25])=[CH:20][CH:19]=3)=[CH:7][C:6]=2[NH:5][CH2:4]1.